The task is: Predict the reaction yield, written as a fraction of the theoretical maximum amount of product (1.0 means a 100% yield; for example, 0.34 means a 34% yield).. This data is from Reaction yield outcomes from USPTO patents with 853,638 reactions. (1) The reactants are [CH2:1]([N:3]1[CH2:8][C:7]([CH3:10])([CH3:9])[O:6][C:5](=[O:11])[CH:4]1[CH2:12][C:13]([OH:15])=O)[CH3:2].C(N(C(C)C)CC)(C)C.CN(C(ON1N=NC2C=CC=NC1=2)=[N+](C)C)C.F[P-](F)(F)(F)(F)F.Br.[CH3:50][C:51]1[N:52]=[C:53]([NH2:57])[S:54][C:55]=1[CH3:56]. The catalyst is CN(C=O)C. The product is [CH3:50][C:51]1[N:52]=[C:53]([NH:57][C:13](=[O:15])[CH2:12][CH:4]2[C:5](=[O:11])[O:6][C:7]([CH3:9])([CH3:10])[CH2:8][N:3]2[CH2:1][CH3:2])[S:54][C:55]=1[CH3:56]. The yield is 0.420. (2) The yield is 0.780. The reactants are [CH3:1][O:2][C:3]1[CH:8]=[CH:7][C:6]([C:9]2[C:18]([C:19]3[CH:24]=[CH:23][C:22]([O:25][CH3:26])=[CH:21][CH:20]=3)=[CH:17][C:16]3[C:11](=[CH:12][CH:13]=[C:14]([C:27]([O:29]CC)=[O:28])[CH:15]=3)[N:10]=2)=[CH:5][CH:4]=1.[OH-].[Na+]. The product is [CH3:1][O:2][C:3]1[CH:4]=[CH:5][C:6]([C:9]2[C:18]([C:19]3[CH:24]=[CH:23][C:22]([O:25][CH3:26])=[CH:21][CH:20]=3)=[CH:17][C:16]3[C:11](=[CH:12][CH:13]=[C:14]([C:27]([OH:29])=[O:28])[CH:15]=3)[N:10]=2)=[CH:7][CH:8]=1. The catalyst is CO.O. (3) The reactants are B(Br)(Br)Br.[CH3:5][O:6][C:7]([C:9]1[S:10][C:11]([Br:16])=[CH:12][C:13]=1[O:14]C)=[O:8].O. The catalyst is C(Cl)Cl. The product is [CH3:5][O:6][C:7]([C:9]1[S:10][C:11]([Br:16])=[CH:12][C:13]=1[OH:14])=[O:8]. The yield is 0.810. (4) The reactants are Cl[C:2]1[CH:7]=[N:6][NH:5][C:4](=[O:8])[CH:3]=1.[C:9]([C:11]1[CH:12]=[C:13](B(O)O)[CH:14]=[CH:15][CH:16]=1)#[N:10].C(=O)([O-])[O-].[Na+].[Na+]. The catalyst is C1(C)C=CC=CC=1. The product is [C:9]([C:11]1[CH:16]=[C:15]([C:2]2[CH:7]=[N:6][NH:5][C:4](=[O:8])[CH:3]=2)[CH:14]=[CH:13][CH:12]=1)#[N:10]. The yield is 0.500.